Dataset: Reaction yield outcomes from USPTO patents with 853,638 reactions. Task: Predict the reaction yield, written as a fraction of the theoretical maximum amount of product (1.0 means a 100% yield; for example, 0.34 means a 34% yield). (1) The reactants are [H-].[Al+3].[Li+].[H-].[H-].[H-].C([O:9][C:10](=O)[C:11]([CH3:40])([C:34]1[CH:39]=[CH:38][CH:37]=[CH:36][CH:35]=1)[CH2:12][CH2:13][CH2:14][CH2:15][S:16][CH2:17][CH2:18][CH2:19][CH2:20][C:21]([C:29](OCC)=[O:30])([C:23]1[CH:28]=[CH:27][CH:26]=[CH:25][CH:24]=1)[CH3:22])C. The catalyst is C(OCC)C. The product is [OH:9][CH2:10][C:11]([CH3:40])([C:34]1[CH:39]=[CH:38][CH:37]=[CH:36][CH:35]=1)[CH2:12][CH2:13][CH2:14][CH2:15][S:16][CH2:17][CH2:18][CH2:19][CH2:20][C:21]([CH3:22])([C:23]1[CH:28]=[CH:27][CH:26]=[CH:25][CH:24]=1)[CH2:29][OH:30]. The yield is 0.690. (2) The product is [F:1][C:2]1[CH:7]=[C:6]([F:8])[CH:5]=[CH:4][C:3]=1[C:9]1[N:10]=[C:11]([C:18]2[C:19]([CH3:27])=[N:20][N:21]3[CH:26]=[CH:25][CH:24]=[CH:23][C:22]=23)[S:12][C:13]=1[C:14]([OH:16])=[O:15]. The catalyst is C1COCC1.CO. The reactants are [F:1][C:2]1[CH:7]=[C:6]([F:8])[CH:5]=[CH:4][C:3]=1[C:9]1[N:10]=[C:11]([C:18]2[C:19]([CH3:27])=[N:20][N:21]3[CH:26]=[CH:25][CH:24]=[CH:23][C:22]=23)[S:12][C:13]=1[C:14]([O:16]C)=[O:15].[OH-].[Na+].CCOC(C)=O.Cl. The yield is 0.930. (3) The reactants are [NH2:1][C:2]1[CH:7]=[CH:6][C:5]([N:8]2[CH2:13][CH2:12][N:11]([C:14]([O:16][C:17]([CH3:20])([CH3:19])[CH3:18])=[O:15])[CH2:10][CH2:9]2)=[CH:4][C:3]=1[CH2:21][NH2:22].C1N=CN([C:28](N2C=NC=C2)=[O:29])C=1. The catalyst is C1COCC1. The product is [O:29]=[C:28]1[NH:22][CH2:21][C:3]2[C:2](=[CH:7][CH:6]=[C:5]([N:8]3[CH2:13][CH2:12][N:11]([C:14]([O:16][C:17]([CH3:19])([CH3:18])[CH3:20])=[O:15])[CH2:10][CH2:9]3)[CH:4]=2)[NH:1]1. The yield is 0.720.